This data is from Full USPTO retrosynthesis dataset with 1.9M reactions from patents (1976-2016). The task is: Predict the reactants needed to synthesize the given product. (1) Given the product [CH:1]1[C:11]2[CH2:10][CH2:9][C:8]3[CH:12]=[CH:13][CH:14]=[CH:15][C:7]=3[C:6](=[C:16]3[CH2:17][CH2:18][N:19]([C:22](=[O:30])[CH2:23][NH:24][C:25](=[O:29])[O:26][CH2:27][CH3:28])[CH2:20][CH2:21]3)[C:5]=2[CH:4]=[CH:3][CH:2]=1, predict the reactants needed to synthesize it. The reactants are: [CH:1]1[C:11]2[CH:10]=[CH:9][C:8]3[CH:12]=[CH:13][CH:14]=[CH:15][C:7]=3[C:6](=[C:16]3[CH2:21][CH2:20][N:19]([C:22](=[O:30])[CH2:23][NH:24][C:25](=[O:29])[O:26][CH2:27][CH3:28])[CH2:18][CH2:17]3)[C:5]=2[CH:4]=[CH:3][CH:2]=1. (2) Given the product [CH3:1][O:2][C:3]1[CH:8]=[CH:7][C:6]([N+:9]([O-:11])=[O:10])=[CH:5][C:4]=1[O:12][CH2:15][CH2:16][N:17]1[CH2:22][CH2:21][O:20][CH2:19][CH2:18]1, predict the reactants needed to synthesize it. The reactants are: [CH3:1][O:2][C:3]1[CH:8]=[CH:7][C:6]([N+:9]([O-:11])=[O:10])=[CH:5][C:4]=1[OH:12].Cl.Cl[CH2:15][CH2:16][N:17]1[CH2:22][CH2:21][O:20][CH2:19][CH2:18]1.C([O-])([O-])=O.[Cs+].[Cs+]. (3) Given the product [CH3:32][N:33]1[CH2:46][CH2:45][C:36]2[N:37](/[CH:2]=[C:3](/[C:5]3[CH:15]=[CH:14][C:8]([C:9]([N:11]([CH3:13])[CH3:12])=[O:10])=[CH:7][CH:6]=3)\[CH3:4])[C:38]3[CH:39]=[CH:40][C:41]([CH3:44])=[CH:42][C:43]=3[C:35]=2[CH2:34]1, predict the reactants needed to synthesize it. The reactants are: Br[CH:2]=[C:3]([C:5]1[CH:15]=[CH:14][C:8]([C:9]([N:11]([CH3:13])[CH3:12])=[O:10])=[CH:7][CH:6]=1)[CH3:4].P([O-])([O-])([O-])=O.[K+].[K+].[K+].N1CCC[C@H]1C(O)=O.[CH3:32][N:33]1[CH2:46][CH2:45][C:36]2[NH:37][C:38]3[CH:39]=[CH:40][C:41]([CH3:44])=[CH:42][C:43]=3[C:35]=2[CH2:34]1. (4) Given the product [NH2:23][C@H:24]1[CH2:29][CH2:28][C@H:27]([NH:30][C:21]2[N:20]=[C:19]3[C:15]([N:16]=[CH:17][NH:18]3)=[C:14]([N:10]3[C:11]4[C:7](=[CH:6][C:5]([C:3](=[O:4])[CH3:2])=[CH:13][CH:12]=4)[CH2:8][CH2:9]3)[N:22]=2)[CH2:26][CH2:25]1, predict the reactants needed to synthesize it. The reactants are: Cl[CH2:2][C:3]([C:5]1[CH:6]=[C:7]2[C:11](=[CH:12][CH:13]=1)[N:10]([C:14]1[N:22]=[CH:21][N:20]=[C:19]3[C:15]=1[N:16]=[CH:17][NH:18]3)[CH2:9][CH2:8]2)=[O:4].[NH2:23][C@H:24]1[CH2:29][CH2:28][C@H:27]([NH2:30])[CH2:26][CH2:25]1. (5) Given the product [CH:17]1([N:5]2[C:4]3[N:3]=[C:2]([NH:22][C:23]4[CH:32]=[CH:31][C:26]([C:27]([O:29][CH3:30])=[O:28])=[CH:25][C:24]=4[O:33][CH3:34])[N:11]=[CH:10][C:9]=3[N:8]([CH2:12][CH3:13])[C:7](=[O:14])[C@H:6]2[CH2:15][CH3:16])[CH2:21][CH2:20][CH2:19][CH2:18]1, predict the reactants needed to synthesize it. The reactants are: Cl[C:2]1[N:11]=[CH:10][C:9]2[N:8]([CH2:12][CH3:13])[C:7](=[O:14])[C@@H:6]([CH2:15][CH3:16])[N:5]([CH:17]3[CH2:21][CH2:20][CH2:19][CH2:18]3)[C:4]=2[N:3]=1.[NH2:22][C:23]1[CH:32]=[CH:31][C:26]([C:27]([O:29][CH3:30])=[O:28])=[CH:25][C:24]=1[O:33][CH3:34].C1(C)C=CC(S(O)(=O)=O)=CC=1. (6) Given the product [Cl:11][C:6]1[C:7]2[CH:8]=[CH:9][N:12]([C:13]([CH3:18])([CH2:16][OH:17])[CH2:14][OH:15])[C:2]=2[N:3]=[CH:4][N:5]=1, predict the reactants needed to synthesize it. The reactants are: Cl[C:2]1[C:7]([CH2:8][CH:9]=O)=[C:6]([Cl:11])[N:5]=[CH:4][N:3]=1.[NH2:12][C:13]([CH3:18])([CH2:16][OH:17])[CH2:14][OH:15]. (7) Given the product [C:20]([O:23][CH2:24][C:25]1[CH:30]=[C:29]2[CH2:31][CH2:32][CH2:33][O:35][C:28]2=[CH:27][N:26]=1)(=[O:22])[CH3:21], predict the reactants needed to synthesize it. The reactants are: C1(P(C2C=CC=CC=2)C2C=CC=CC=2)C=CC=CC=1.[C:20]([O:23][CH2:24][C:25]1[CH:30]=[C:29]([CH2:31][CH2:32][CH2:33]O)[C:28]([OH:35])=[CH:27][N:26]=1)(=[O:22])[CH3:21]. (8) Given the product [CH2:8]([O:15][C:16]([C@@H:18]1[CH2:23][CH2:22][C@@H:21]([NH:24][O:25][CH2:26][C:27]2[CH:32]=[CH:31][CH:30]=[CH:29][CH:28]=2)[CH2:20][NH:19]1)=[O:17])[C:9]1[CH:10]=[CH:11][CH:12]=[CH:13][CH:14]=1, predict the reactants needed to synthesize it. The reactants are: S(=O)(=O)(O)O.[BH4-].[Na+].[CH2:8]([O:15][C:16]([C@@H:18]1[CH2:23][CH2:22][C:21](=[N:24][O:25][CH2:26][C:27]2[CH:32]=[CH:31][CH:30]=[CH:29][CH:28]=2)[CH2:20][NH:19]1)=[O:17])[C:9]1[CH:14]=[CH:13][CH:12]=[CH:11][CH:10]=1.C12(CS(O)(=O)=O)C(C)(C)C(CC1)CC2=O. (9) Given the product [CH3:46][C:38]1([N:32]2[C:31](=[O:47])[C:30]3[C:34](=[CH:35][CH:36]=[C:28]([CH2:27][NH:26][C:10]([C:7]4[N:8]=[N:9][C:4]([O:3][CH2:1][CH3:2])=[CH:5][CH:6]=4)=[O:12])[CH:29]=3)[C:33]2=[O:37])[CH2:43][CH2:42][C:41](=[O:44])[NH:40][C:39]1=[O:45], predict the reactants needed to synthesize it. The reactants are: [CH2:1]([O:3][C:4]1[N:9]=[N:8][C:7]([C:10]([OH:12])=O)=[CH:6][CH:5]=1)[CH3:2].C1N=CN(C(N2C=NC=C2)=O)C=1.Cl.[NH2:26][CH2:27][C:28]1[CH:29]=[C:30]2[C:34](=[CH:35][CH:36]=1)[C:33](=[O:37])[N:32]([C:38]1([CH3:46])[CH2:43][CH2:42][C:41](=[O:44])[NH:40][C:39]1=[O:45])[C:31]2=[O:47].O. (10) Given the product [CH3:11][C:10]1([CH3:13])[C:9]2[C:4](=[CH:5][CH:6]=[CH:7][CH:8]=2)[C:2]([CH3:3])([CH3:1])[CH2:12]1, predict the reactants needed to synthesize it. The reactants are: [CH3:1][C:2]([C:4]1[CH:9]=[CH:8][CH:7]=[CH:6][CH:5]=1)=[CH2:3].[C:10](O)([CH3:13])([CH3:12])[CH3:11].S(=O)(=O)(O)O.